From a dataset of Catalyst prediction with 721,799 reactions and 888 catalyst types from USPTO. Predict which catalyst facilitates the given reaction. (1) Reactant: [NH2:1][C:2]1[C:7](/[CH:8]=[CH:9]/[C:10]([O:12][CH2:13][CH3:14])=[O:11])=[C:6]([O:15][C:16]2[CH:21]=[CH:20][C:19]([NH:22][C:23]([NH:25][C:26]3[CH:31]=[CH:30][C:29]([F:32])=[CH:28][CH:27]=3)=[O:24])=[CH:18][CH:17]=2)[CH:5]=[CH:4][N:3]=1.[CH:33]1([C:36](Cl)=[O:37])[CH2:35][CH2:34]1.C(N(CC)CC)C.O1CCCC1. Product: [CH:33]1([C:36]([NH:1][C:2]2[C:7](/[CH:8]=[CH:9]/[C:10]([O:12][CH2:13][CH3:14])=[O:11])=[C:6]([O:15][C:16]3[CH:21]=[CH:20][C:19]([NH:22][C:23]([NH:25][C:26]4[CH:31]=[CH:30][C:29]([F:32])=[CH:28][CH:27]=4)=[O:24])=[CH:18][CH:17]=3)[CH:5]=[CH:4][N:3]=2)=[O:37])[CH2:35][CH2:34]1. The catalyst class is: 145. (2) Reactant: [CH2:1]([N:3]([CH2:26][CH3:27])[CH2:4][CH2:5][NH:6][C:7](=[O:25])[C:8]1[CH:13]=[CH:12][C:11]([N:14](S(C)(=O)=O)[S:15]([CH3:18])(=[O:17])=[O:16])=[CH:10][C:9]=1[O:23][CH3:24])[CH3:2].[OH-].[K+].C(=O)(O)[O-].[Na+].C(Cl)Cl. Product: [CH2:26]([N:3]([CH2:1][CH3:2])[CH2:4][CH2:5][NH:6][C:7](=[O:25])[C:8]1[CH:13]=[CH:12][C:11]([NH:14][S:15]([CH3:18])(=[O:16])=[O:17])=[CH:10][C:9]=1[O:23][CH3:24])[CH3:27]. The catalyst class is: 7. (3) Reactant: [CH2:8]1[CH:7]2[CH:6]3[CH:10]=[CH:9][CH:8]([CH:6]2[CH:10]=[CH:9]1)[CH2:7]3.[CH:11]1([SiH:16]([Cl:18])[Cl:17])[CH2:15][CH2:14][CH2:13][CH2:12]1.CCCCCCCCCCCCCCCC. Product: [CH:11]1([Si:16]([CH:6]2[CH2:7][CH2:8][CH2:9][CH2:10]2)([Cl:18])[Cl:17])[CH2:15][CH2:14][CH:13]=[CH:12]1. The catalyst class is: 11. (4) Reactant: C1CO[C:3]2([CH2:8][CH2:7][N:6]([C:9]3[CH:14]=[CH:13][C:12]([C:15]4[N:16]=[C:17]([N:25]5[CH2:30][CH2:29][N:28]([CH2:31][CH3:32])[CH2:27][CH2:26]5)[C:18]5[C:23]([CH:24]=4)=[CH:22][CH:21]=[CH:20][CH:19]=5)=[CH:11][CH:10]=3)[CH2:5][CH2:4]2)[O:2]1.C12(CS(O)(=O)=O)C(C)(C)C(CC1)CC2=O.[ClH:50]. Product: [ClH:50].[ClH:50].[ClH:50].[CH2:31]([N:28]1[CH2:29][CH2:30][N:25]([C:17]2[C:18]3[C:23](=[CH:22][CH:21]=[CH:20][CH:19]=3)[CH:24]=[C:15]([C:12]3[CH:13]=[CH:14][C:9]([N:6]4[CH2:5][CH2:4][CH:3]([OH:2])[CH2:8][CH2:7]4)=[CH:10][CH:11]=3)[N:16]=2)[CH2:26][CH2:27]1)[CH3:32]. The catalyst class is: 5. (5) Reactant: [C:1]([O:5][C:6]([N:8]1[C:17]2[C:12](=[CH:13][CH:14]=[CH:15][CH:16]=2)[CH2:11][CH2:10][CH:9]1[C:18]([OH:20])=O)=[O:7])([CH3:4])(C)C.CCN=C=NCCCN(C)C.Cl.[CH:33]1[CH:34]=[CH:35]C2N(O)N=N[C:37]=2[CH:38]=1.C(N(CC)CC)C.[NH2:50][C:51]1[C:59]([NH2:60])=[CH:58][CH:57]=[CH:56][C:52]=1[C:53]([NH2:55])=[O:54]. Product: [NH2:50][C:51]1[C:52]([C:53](=[O:54])[NH2:55])=[CH:56][CH:57]=[CH:58][C:59]=1[NH:60][C:18]([CH:9]1[CH2:10][CH2:11][C:12]2[C:17](=[CH:16][CH:15]=[CH:14][CH:13]=2)[N:8]1[C:6]([O:5][CH2:1][C:4]1[CH:35]=[CH:34][CH:33]=[CH:38][CH:37]=1)=[O:7])=[O:20]. The catalyst class is: 3. (6) Reactant: C([N:8]1[CH2:13][CH:12]=[C:11]([C:14]2[CH:15]=[N:16][CH:17]=[C:18]([CH:20]3[N:24]([C:25]4[CH:30]=[CH:29][C:28]([F:31])=[CH:27][C:26]=4[F:32])[N:23]=[C:22]([C:33]([F:39])([F:38])[C:34]([F:37])([F:36])[F:35])[CH2:21]3)[CH:19]=2)[CH2:10][CH2:9]1)(OC(C)(C)C)=O.[ClH:40]. Product: [ClH:40].[F:32][C:26]1[CH:27]=[C:28]([F:31])[CH:29]=[CH:30][C:25]=1[N:24]1[CH:20]([C:18]2[CH:19]=[C:14]([C:11]3[CH2:12][CH2:13][NH:8][CH2:9][CH:10]=3)[CH:15]=[N:16][CH:17]=2)[CH2:21][C:22]([C:33]([F:39])([F:38])[C:34]([F:37])([F:36])[F:35])=[N:23]1. The catalyst class is: 13. (7) Reactant: [CH2:1]([O:3][C:4](=[O:25])[C:5]1[CH:10]=[CH:9][C:8]([NH:11][C:12](=[O:24])[CH:13]([N:15]2[C:19]([NH2:20])=[C:18]([C:21](=[O:23])[NH2:22])[N:17]=[CH:16]2)[CH3:14])=[CH:7][CH:6]=1)[CH3:2].C1(N=[C:33]=[S:34])C=CC=CC=1.O. Product: [CH2:1]([O:3][C:4](=[O:25])[C:5]1[CH:10]=[CH:9][C:8]([NH:11][C:12](=[O:24])[CH:13]([N:15]2[CH:16]=[N:17][C:18]3[C:21](=[O:23])[NH:22][C:33](=[S:34])[NH:20][C:19]2=3)[CH3:14])=[CH:7][CH:6]=1)[CH3:2]. The catalyst class is: 17.